Task: Predict the reactants needed to synthesize the given product.. Dataset: Full USPTO retrosynthesis dataset with 1.9M reactions from patents (1976-2016) (1) Given the product [CH2:20]([N:17]([CH2:18][CH3:19])[C:15]([C:14]1[CH:22]=[CH:23][C:11]([CH:9]([OH:10])[C:1]2[CH:6]=[CH:5][CH:4]=[CH:3][CH:2]=2)=[CH:12][CH:13]=1)=[O:16])[CH3:21], predict the reactants needed to synthesize it. The reactants are: [C:1]1([Mg]Br)[CH:6]=[CH:5][CH:4]=[CH:3][CH:2]=1.[CH:9]([C:11]1[CH:23]=[CH:22][C:14]([C:15]([N:17]([CH2:20][CH3:21])[CH2:18][CH3:19])=[O:16])=[CH:13][CH:12]=1)=[O:10]. (2) Given the product [CH2:7]([N:9]1[C:14]([OH:15])=[CH:13][C:12]([C:18]2[CH:23]=[N:22][CH:21]=[CH:20][N:19]=2)=[N:10]1)[CH3:8], predict the reactants needed to synthesize it. The reactants are: C(O)(=O)C(O)=O.[CH2:7]([NH:9][NH2:10])[CH3:8].O=[C:12]([C:18]1[CH:23]=[N:22][CH:21]=[CH:20][N:19]=1)[CH2:13][C:14](OC)=[O:15].